Dataset: Peptide-MHC class I binding affinity with 185,985 pairs from IEDB/IMGT. Task: Regression. Given a peptide amino acid sequence and an MHC pseudo amino acid sequence, predict their binding affinity value. This is MHC class I binding data. (1) The peptide sequence is ERAFQNWSV. The MHC is HLA-B53:01 with pseudo-sequence HLA-B53:01. The binding affinity (normalized) is 0.213. (2) The peptide sequence is RTATLILAGV. The MHC is HLA-A68:02 with pseudo-sequence HLA-A68:02. The binding affinity (normalized) is 1.00. (3) The peptide sequence is VHYGQGWLY. The MHC is HLA-A80:01 with pseudo-sequence HLA-A80:01. The binding affinity (normalized) is 1.00. (4) The binding affinity (normalized) is 0.0847. The peptide sequence is ILMARYMSK. The MHC is HLA-A02:12 with pseudo-sequence HLA-A02:12. (5) The peptide sequence is PYLFWLAAI. The MHC is HLA-B44:03 with pseudo-sequence HLA-B44:03. The binding affinity (normalized) is 0.0432. (6) The peptide sequence is YIDWMVSVP. The MHC is HLA-B27:03 with pseudo-sequence HLA-B27:03. The binding affinity (normalized) is 0.0847.